This data is from Peptide-MHC class I binding affinity with 185,985 pairs from IEDB/IMGT. The task is: Regression. Given a peptide amino acid sequence and an MHC pseudo amino acid sequence, predict their binding affinity value. This is MHC class I binding data. (1) The peptide sequence is RVRGLYFPA. The MHC is Patr-A0101 with pseudo-sequence Patr-A0101. The binding affinity (normalized) is 0.00947. (2) The peptide sequence is RPGYHTQTA. The MHC is HLA-B07:02 with pseudo-sequence HLA-B07:02. The binding affinity (normalized) is 0.791. (3) The peptide sequence is GQGGSPTAM. The binding affinity (normalized) is 0. The MHC is HLA-A23:01 with pseudo-sequence HLA-A23:01. (4) The peptide sequence is TLATGPILTL. The MHC is HLA-A02:17 with pseudo-sequence HLA-A02:17. The binding affinity (normalized) is 0.396. (5) The peptide sequence is TRYPLTFGW. The MHC is HLA-A68:02 with pseudo-sequence HLA-A68:02. The binding affinity (normalized) is 0. (6) The peptide sequence is LLYAHINAL. The MHC is BoLA-AW10 with pseudo-sequence BoLA-AW10. The binding affinity (normalized) is 0.0641. (7) The peptide sequence is AVDRGCLRI. The MHC is HLA-A02:01 with pseudo-sequence HLA-A02:01. The binding affinity (normalized) is 0.246.